This data is from Catalyst prediction with 721,799 reactions and 888 catalyst types from USPTO. The task is: Predict which catalyst facilitates the given reaction. (1) Reactant: [Cl:1][C:2]1[CH:3]=[C:4]([NH:9][C:10]([N:12]2[CH2:17][CH2:16][N:15]([CH:18]3[CH2:22][CH2:21][N:20](C(OC(C)(C)C)=O)[CH2:19]3)[CH2:14][CH2:13]2)=[O:11])[CH:5]=[CH:6][C:7]=1[Cl:8].FC(F)(F)C(O)=O. Product: [Cl:1][C:2]1[CH:3]=[C:4]([NH:9][C:10]([N:12]2[CH2:13][CH2:14][N:15]([CH:18]3[CH2:22][CH2:21][NH:20][CH2:19]3)[CH2:16][CH2:17]2)=[O:11])[CH:5]=[CH:6][C:7]=1[Cl:8]. The catalyst class is: 4. (2) Reactant: C(OC1C=CC(C(CO)CO)=CC=1)CCCCCCCCCCCCCCCCC.[H-].[H-].[H-].[H-].[Li+].[Al+3].[CH2:37]([O:55][C:56]1[CH:57]=[C:58]([CH:100]([C:105](OC)=[O:106])[C:101](OC)=[O:102])[CH:59]=[C:60]([O:81][CH2:82][CH2:83][CH2:84][CH2:85][CH2:86][CH2:87][CH2:88][CH2:89][CH2:90][CH2:91][CH2:92][CH2:93][CH2:94][CH2:95][CH2:96][CH2:97][CH2:98][CH3:99])[C:61]=1[O:62][CH2:63][CH2:64][CH2:65][CH2:66][CH2:67][CH2:68][CH2:69][CH2:70][CH2:71][CH2:72][CH2:73][CH2:74][CH2:75][CH2:76][CH2:77][CH2:78][CH2:79][CH3:80])[CH2:38][CH2:39][CH2:40][CH2:41][CH2:42][CH2:43][CH2:44][CH2:45][CH2:46][CH2:47][CH2:48][CH2:49][CH2:50][CH2:51][CH2:52][CH2:53][CH3:54]. Product: [CH2:37]([O:55][C:56]1[CH:57]=[C:58]([CH:100]([CH2:101][OH:102])[CH2:105][OH:106])[CH:59]=[C:60]([O:81][CH2:82][CH2:83][CH2:84][CH2:85][CH2:86][CH2:87][CH2:88][CH2:89][CH2:90][CH2:91][CH2:92][CH2:93][CH2:94][CH2:95][CH2:96][CH2:97][CH2:98][CH3:99])[C:61]=1[O:62][CH2:63][CH2:64][CH2:65][CH2:66][CH2:67][CH2:68][CH2:69][CH2:70][CH2:71][CH2:72][CH2:73][CH2:74][CH2:75][CH2:76][CH2:77][CH2:78][CH2:79][CH3:80])[CH2:38][CH2:39][CH2:40][CH2:41][CH2:42][CH2:43][CH2:44][CH2:45][CH2:46][CH2:47][CH2:48][CH2:49][CH2:50][CH2:51][CH2:52][CH2:53][CH3:54]. The catalyst class is: 1. (3) The catalyst class is: 190. Product: [CH2:1]([CH:3]1[O:7][C:6](=[O:8])[N:5]([CH2:9][C:10]2[CH:15]=[CH:14][CH:13]=[CH:12][C:11]=2[NH2:16])[CH2:4]1)[CH3:2]. Reactant: [CH2:1]([CH:3]1[O:7][C:6](=[O:8])[N:5]([CH2:9][C:10]2[CH:15]=[CH:14][CH:13]=[CH:12][C:11]=2[N+:16]([O-])=O)[CH2:4]1)[CH3:2].[Cl-].[NH4+]. (4) Reactant: [Cl:1][C:2]1[C:11]2[N:10]=[C:9]([CH:12]([CH3:14])[CH3:13])[C:8]([CH2:15][C:16]3[CH:21]=[CH:20][C:19]([N:22]4[CH:26]=[CH:25][CH:24]=[N:23]4)=[CH:18][CH:17]=3)=[C:7]([CH3:27])[C:6]=2[C:5]([OH:28])=[CH:4][CH:3]=1.C(=O)([O-])[O-].[K+].[K+].[CH3:35][O:36][C:37](=[O:40])[CH2:38]Br. Product: [CH3:35][O:36][C:37](=[O:40])[CH2:38][O:28][C:5]1[CH:4]=[CH:3][C:2]([Cl:1])=[C:11]2[C:6]=1[C:7]([CH3:27])=[C:8]([CH2:15][C:16]1[CH:21]=[CH:20][C:19]([N:22]3[CH:26]=[CH:25][CH:24]=[N:23]3)=[CH:18][CH:17]=1)[C:9]([CH:12]([CH3:13])[CH3:14])=[N:10]2. The catalyst class is: 21.